Dataset: Catalyst prediction with 721,799 reactions and 888 catalyst types from USPTO. Task: Predict which catalyst facilitates the given reaction. (1) Reactant: C(N(C(C)C)CC)(C)C.[Cl:10][C:11]1[CH:12]=[C:13]([CH:17]=[CH:18][C:19]=1[N+:20]([O-:22])=[O:21])[C:14]([OH:16])=O.[NH2:23][C:24]1[CH:29]=[CH:28][CH:27]=[CH:26][CH:25]=1.CN(C(ON1N=NC2C=CC=CC1=2)=[N+](C)C)C.F[P-](F)(F)(F)(F)F. Product: [Cl:10][C:11]1[CH:12]=[C:13]([CH:17]=[CH:18][C:19]=1[N+:20]([O-:22])=[O:21])[C:14]([NH:23][C:24]1[CH:29]=[CH:28][CH:27]=[CH:26][CH:25]=1)=[O:16]. The catalyst class is: 10. (2) Reactant: [Br:1][C:2]1[C:3](NN)=[N:4][C:5]([CH3:9])=[N:6][C:7]=1[CH3:8]. Product: [Br:1][C:2]1[C:7]([CH3:8])=[N:6][C:5]([CH3:9])=[N:4][CH:3]=1. The catalyst class is: 703. (3) Reactant: Br[C:2]1[CH:7]=[CH:6][C:5]([CH:8]([N:12]2[CH2:25][CH2:24][C:15]3([O:20][CH2:19][C:18](=[O:21])[N:17]([CH2:22][CH3:23])[CH2:16]3)[CH2:14][CH2:13]2)[C:9]([NH2:11])=[O:10])=[C:4]([F:26])[CH:3]=1.B1(B2OC(C)(C)C(C)(C)O2)OC(C)(C)C(C)(C)O1.C([O-])(=O)C.[K+].Br[C:51]1[CH:60]=[C:59]2[C:54]([CH:55]=[C:56]([Cl:61])[CH:57]=[N:58]2)=[CH:53][CH:52]=1.C(=O)([O-])[O-].[K+].[K+]. Product: [Cl:61][C:56]1[CH:57]=[N:58][C:59]2[C:54]([CH:55]=1)=[CH:53][CH:52]=[C:51]([C:2]1[CH:7]=[CH:6][C:5]([CH:8]([N:12]3[CH2:25][CH2:24][C:15]4([O:20][CH2:19][C:18](=[O:21])[N:17]([CH2:22][CH3:23])[CH2:16]4)[CH2:14][CH2:13]3)[C:9]([NH2:11])=[O:10])=[C:4]([F:26])[CH:3]=1)[CH:60]=2. The catalyst class is: 368. (4) Reactant: [OH:1][C:2]1[CH:7]=[C:6]([OH:8])[CH:5]=[CH:4][C:3]=1[C:9](=[O:17])[CH2:10][C:11]1[CH:16]=[CH:15][CH:14]=[CH:13][CH:12]=1.[C:18](OC(=O)C)(=O)[CH3:19].C(=O)([O-])[O-].[K+].[K+].O. Product: [OH:8][C:6]1[CH:7]=[C:2]2[C:3]([C:9](=[O:17])[C:10]([C:11]3[CH:12]=[CH:13][CH:14]=[CH:15][CH:16]=3)=[C:18]([CH3:19])[O:1]2)=[CH:4][CH:5]=1. The catalyst class is: 3.